This data is from Peptide-MHC class II binding affinity with 134,281 pairs from IEDB. The task is: Regression. Given a peptide amino acid sequence and an MHC pseudo amino acid sequence, predict their binding affinity value. This is MHC class II binding data. (1) The peptide sequence is VAVGLRVVCAKY. The MHC is DRB1_0101 with pseudo-sequence DRB1_0101. The binding affinity (normalized) is 0.514. (2) The peptide sequence is AEHQAIVRDVLAASD. The MHC is DRB1_1501 with pseudo-sequence DRB1_1501. The binding affinity (normalized) is 0.216. (3) The peptide sequence is TPGQCNMVVERLGDY. The MHC is HLA-DQA10301-DQB10302 with pseudo-sequence HLA-DQA10301-DQB10302. The binding affinity (normalized) is 0.133. (4) The peptide sequence is NISYLCHFITKETPD. The MHC is DRB1_0101 with pseudo-sequence DRB1_0101. The binding affinity (normalized) is 0.466. (5) The peptide sequence is DTLRSYYADWYQQKPG. The MHC is HLA-DQA10501-DQB10301 with pseudo-sequence HLA-DQA10501-DQB10301. The binding affinity (normalized) is 0.0934.